From a dataset of Peptide-MHC class II binding affinity with 134,281 pairs from IEDB. Regression. Given a peptide amino acid sequence and an MHC pseudo amino acid sequence, predict their binding affinity value. This is MHC class II binding data. The peptide sequence is GGNFAGGGFGMLLRK. The MHC is DRB4_0101 with pseudo-sequence DRB4_0103. The binding affinity (normalized) is 0.